From a dataset of Reaction yield outcomes from USPTO patents with 853,638 reactions. Predict the reaction yield, written as a fraction of the theoretical maximum amount of product (1.0 means a 100% yield; for example, 0.34 means a 34% yield). (1) The reactants are Cl[C:2]1[N:7]=[CH:6][N:5]=[C:4]([NH2:8])[C:3]=1[C:9]1[O:10][C:11]([CH3:14])=[CH:12][N:13]=1.[NH2:15][C@H:16]([C:19]1[N:28]([CH:29]2[CH2:31][CH2:30]2)[C:27](=[O:32])[C:26]2[C:21](=[CH:22][CH:23]=[CH:24][C:25]=2[Cl:33])[N:20]=1)[CH2:17][CH3:18].CCN(C(C)C)C(C)C. The catalyst is CCCCO. The product is [NH2:8][C:4]1[N:5]=[CH:6][N:7]=[C:2]([NH:15][C@H:16]([C:19]2[N:28]([CH:29]3[CH2:30][CH2:31]3)[C:27](=[O:32])[C:26]3[C:21](=[CH:22][CH:23]=[CH:24][C:25]=3[Cl:33])[N:20]=2)[CH2:17][CH3:18])[C:3]=1[C:9]1[O:10][C:11]([CH3:14])=[CH:12][N:13]=1. The yield is 0.615. (2) The reactants are [OH:1][C:2]1[CH:10]=[CH:9][C:8]([C:11]2[N:12]([C:27]([O:29][C:30]([CH3:33])([CH3:32])[CH3:31])=[O:28])[C:13]3[C:18]([CH:19]=2)=[CH:17][C:16]([CH2:20][N:21]2[CH2:26][CH2:25][CH2:24][CH2:23][CH2:22]2)=[CH:15][CH:14]=3)=[C:7]2[C:3]=1[CH2:4][NH:5][C:6]2=[O:34].C(N(CC)CC)C.[CH3:42][O:43][C:44]1[CH:49]=[C:48]([O:50][CH3:51])[CH:47]=[CH:46][C:45]=1[S:52](Cl)(=[O:54])=[O:53]. The catalyst is C(#N)C. The product is [CH3:42][O:43][C:44]1[CH:49]=[C:48]([O:50][CH3:51])[CH:47]=[CH:46][C:45]=1[S:52]([O:1][C:2]1[CH:10]=[CH:9][C:8]([C:11]2[N:12]([C:27]([O:29][C:30]([CH3:31])([CH3:33])[CH3:32])=[O:28])[C:13]3[C:18]([CH:19]=2)=[CH:17][C:16]([CH2:20][N:21]2[CH2:26][CH2:25][CH2:24][CH2:23][CH2:22]2)=[CH:15][CH:14]=3)=[C:7]2[C:3]=1[CH2:4][NH:5][C:6]2=[O:34])(=[O:53])=[O:54]. The yield is 0.200. (3) The yield is 0.720. The product is [CH2:33]([N:21]1[CH:22]=[C:23]([C:25]2[CH:30]=[CH:29][C:28]([Cl:31])=[CH:27][C:26]=2[Cl:32])[N:24]=[C:20]1[C@@H:19]([NH:37][C:47]([NH:46][C:43]1[CH:44]=[CH:45][C:40]([F:39])=[CH:41][CH:42]=1)=[O:48])[CH2:18][C:15]1[CH:16]=[CH:17][C:12]([O:11][C:8]2[CH:9]=[CH:10][C:5]([C:4]([OH:3])=[O:38])=[CH:6][CH:7]=2)=[CH:13][CH:14]=1)[CH2:34][CH2:35][CH3:36]. The reactants are Cl.C[O:3][C:4](=[O:38])[C:5]1[CH:10]=[CH:9][C:8]([O:11][C:12]2[CH:17]=[CH:16][C:15]([CH2:18][C@H:19]([NH2:37])[C:20]3[N:21]([CH2:33][CH2:34][CH2:35][CH3:36])[CH:22]=[C:23]([C:25]4[CH:30]=[CH:29][C:28]([Cl:31])=[CH:27][C:26]=4[Cl:32])[N:24]=3)=[CH:14][CH:13]=2)=[CH:7][CH:6]=1.[F:39][C:40]1[CH:45]=[CH:44][C:43]([N:46]=[C:47]=[O:48])=[CH:42][CH:41]=1.NC(N)=O. No catalyst specified. (4) The reactants are [Br:1][C:2]1[CH:3]=[C:4]2[C:8](=[CH:9][CH:10]=1)[C:7](=O)[CH2:6][CH2:5]2.Cl.[O:13]([NH2:15])[CH3:14].N1C=CC=CC=1. The catalyst is C(O)C. The product is [CH3:14][O:13]/[N:15]=[C:7]1\[CH2:6][CH2:5][C:4]2[C:8]\1=[CH:9][CH:10]=[C:2]([Br:1])[CH:3]=2. The yield is 0.980. (5) The reactants are CO[CH:3]([C:12]1[CH:17]=[CH:16][C:15]([N:18]([CH3:20])[CH3:19])=[CH:14][CH:13]=1)[CH2:4][CH:5]=[CH:6][CH:7]=[CH:8]C(O)=O.[C:21]([N:28]1C=CN=C1)(N1C=CN=C1)=[O:22].[Si](N[OH:41])(C(C)(C)C)(C)C.[C:42](OCC)(=[O:44])C. The catalyst is C1COCC1.O. The product is [OH:41][NH:28][C:21](=[O:22])[C:3]([C:12]1[CH:13]=[CH:14][C:15]([N:18]([CH3:19])[CH3:20])=[CH:16][CH:17]=1)=[CH:4][CH:5]=[CH:6][CH2:7][CH2:8][O:44][CH3:42]. The yield is 0.380.